This data is from Catalyst prediction with 721,799 reactions and 888 catalyst types from USPTO. The task is: Predict which catalyst facilitates the given reaction. (1) Reactant: [OH:1][CH2:2][C:3]1[CH:8]=[CH:7][C:6]([NH:9][S:10]([CH3:13])(=[O:12])=[O:11])=[CH:5][CH:4]=1. Product: [CH:2]([C:3]1[CH:8]=[CH:7][C:6]([NH:9][S:10]([CH3:13])(=[O:12])=[O:11])=[CH:5][CH:4]=1)=[O:1]. The catalyst class is: 725. (2) Reactant: C([O:3][C:4](=[O:40])[C:5]([CH3:39])([O:7][C:8]1[CH:13]=[CH:12][C:11]([O:14][CH2:15][CH2:16][C:17]2[N:18]=[C:19]([C:23]3[CH:28]=[CH:27][C:26]([C:29]4[C:38]5[C:33](=[CH:34][CH:35]=[CH:36][CH:37]=5)[CH:32]=[CH:31][CH:30]=4)=[CH:25][CH:24]=3)[O:20][C:21]=2[CH3:22])=[CH:10][CH:9]=1)[CH3:6])C.[OH-].[Na+]. Product: [CH3:39][C:5]([O:7][C:8]1[CH:9]=[CH:10][C:11]([O:14][CH2:15][CH2:16][C:17]2[N:18]=[C:19]([C:23]3[CH:28]=[CH:27][C:26]([C:29]4[C:38]5[C:33](=[CH:34][CH:35]=[CH:36][CH:37]=5)[CH:32]=[CH:31][CH:30]=4)=[CH:25][CH:24]=3)[O:20][C:21]=2[CH3:22])=[CH:12][CH:13]=1)([CH3:6])[C:4]([OH:40])=[O:3]. The catalyst class is: 353. (3) Reactant: [C:1]1([S:7]([CH:10]=[C:11]2[CH2:14][O:13][CH2:12]2)(=[O:9])=[O:8])[CH:6]=[CH:5][CH:4]=[CH:3][CH:2]=1.[CH:15]([N:28]1[CH2:33][CH2:32][NH:31][CH2:30][CH2:29]1)([C:22]1[CH:27]=[CH:26][CH:25]=[CH:24][CH:23]=1)[C:16]1[CH:21]=[CH:20][CH:19]=[CH:18][CH:17]=1. Product: [CH:15]([N:28]1[CH2:33][CH2:32][N:31]([C:11]2([CH2:10][S:7]([C:1]3[CH:2]=[CH:3][CH:4]=[CH:5][CH:6]=3)(=[O:9])=[O:8])[CH2:14][O:13][CH2:12]2)[CH2:30][CH2:29]1)([C:22]1[CH:27]=[CH:26][CH:25]=[CH:24][CH:23]=1)[C:16]1[CH:21]=[CH:20][CH:19]=[CH:18][CH:17]=1. The catalyst class is: 5. (4) Reactant: [CH:1]1([N:4]2[CH2:9][CH2:8][C:7]([S:17]([C:20]3[CH:25]=[CH:24][C:23]([C:26]4[CH:31]=[CH:30][C:29]([O:32][C:33]([F:38])([F:37])[CH:34]([F:36])[F:35])=[CH:28][CH:27]=4)=[CH:22][CH:21]=3)(=[O:19])=[O:18])([C:10]([O:12][C:13]([CH3:16])([CH3:15])[CH3:14])=[O:11])[CH2:6][CH2:5]2)[CH2:3][CH2:2]1. Product: [CH2:1]([N:4]1[CH2:5][CH2:6][C:7]([S:17]([C:20]2[CH:25]=[CH:24][C:23]([C:26]3[CH:31]=[CH:30][C:29]([O:32][C:33]([F:37])([F:38])[CH:34]([F:35])[F:36])=[CH:28][CH:27]=3)=[CH:22][CH:21]=2)(=[O:19])=[O:18])([C:10]([O:12][C:13]([CH3:15])([CH3:14])[CH3:16])=[O:11])[CH2:8][CH2:9]1)[C:2]1[CH:3]=[CH:8][CH:7]=[CH:6][CH:5]=1. The catalyst class is: 89.